From a dataset of Reaction yield outcomes from USPTO patents with 853,638 reactions. Predict the reaction yield, written as a fraction of the theoretical maximum amount of product (1.0 means a 100% yield; for example, 0.34 means a 34% yield). (1) The reactants are [N+:1]([C:4]1[CH:9]=[C:8]([N+:10]([O-])=O)[CH:7]=[CH:6][C:5]=1[S:13][CH2:14][C:15]([OH:17])=O)([O-])=O.O.O.[Sn](Cl)Cl. The catalyst is C(O)C. The product is [NH2:10][C:8]1[CH:7]=[CH:6][C:5]2[S:13][CH2:14][C:15](=[O:17])[NH:1][C:4]=2[CH:9]=1. The yield is 0.520. (2) The reactants are [CH3:1][S-:2].[Na+].[CH3:4][C:5]1[S:13][C:12]2[C:11](Cl)=[N:10][CH:9]=[N:8][C:7]=2[CH:6]=1. The catalyst is C(#N)C. The product is [CH3:4][C:5]1[S:13][C:12]2[C:11]([S:2][CH3:1])=[N:10][CH:9]=[N:8][C:7]=2[CH:6]=1. The yield is 0.970. (3) The reactants are Br[C:2]1[CH:7]=[CH:6][C:5]2[C:8]3[CH2:9][N:10]([C:15]([O:17][C:18]([CH3:21])([CH3:20])[CH3:19])=[O:16])[CH2:11][CH2:12][C:13]=3[O:14][C:4]=2[CH:3]=1.[F:22][C:23]1[CH:24]=[CH:25][C:26]([CH2:29][CH2:30][N:31]2[CH2:36][CH2:35][NH:34][C:33](=[O:37])[CH2:32]2)=[N:27][CH:28]=1. No catalyst specified. The product is [F:22][C:23]1[CH:24]=[CH:25][C:26]([CH2:29][CH2:30][N:31]2[CH2:36][CH2:35][N:34]([C:2]3[CH:7]=[CH:6][C:5]4[C:8]5[CH2:9][N:10]([C:15]([O:17][C:18]([CH3:21])([CH3:20])[CH3:19])=[O:16])[CH2:11][CH2:12][C:13]=5[O:14][C:4]=4[CH:3]=3)[C:33](=[O:37])[CH2:32]2)=[N:27][CH:28]=1. The yield is 0.630. (4) The reactants are [CH2:1]([O:8][C:9]1[CH:14]=[CH:13][C:12]([C:15]2[NH:16][CH:17]=[C:18]([C:20]3[N:24]([CH:25]([CH3:27])[CH3:26])[N:23]=[CH:22][N:21]=3)[N:19]=2)=[C:11]([F:28])[CH:10]=1)[C:2]1[CH:7]=[CH:6][CH:5]=[CH:4][CH:3]=1.[O:29]1[CH2:33][CH2:32]OC1=O. The catalyst is C1(C)C=CC=CC=1. The product is [CH2:1]([O:8][C:9]1[CH:14]=[CH:13][C:12]([C:15]2[N:16]([CH2:32][CH2:33][OH:29])[CH:17]=[C:18]([C:20]3[N:24]([CH:25]([CH3:26])[CH3:27])[N:23]=[CH:22][N:21]=3)[N:19]=2)=[C:11]([F:28])[CH:10]=1)[C:2]1[CH:3]=[CH:4][CH:5]=[CH:6][CH:7]=1. The yield is 0.700. (5) The reactants are [C:1]1([C:7]2[CH:20]=[CH:19][C:18]3[C:9](=[CH:10][C:11]4[C:16]([CH:17]=3)=[CH:15][C:14]([C:21]3[CH:26]=[CH:25][CH:24]=[CH:23][CH:22]=3)=[CH:13][CH:12]=4)[CH:8]=2)[CH:6]=[CH:5][CH:4]=[CH:3][CH:2]=1.[Br:27]N1C(=O)CCC1=O.O. The catalyst is CN(C)C=O. The product is [Br:27][C:17]1[C:18]2[C:9]([CH:10]=[C:11]3[C:16]=1[CH:15]=[C:14]([C:21]1[CH:26]=[CH:25][CH:24]=[CH:23][CH:22]=1)[CH:13]=[CH:12]3)=[CH:8][C:7]([C:1]1[CH:6]=[CH:5][CH:4]=[CH:3][CH:2]=1)=[CH:20][CH:19]=2. The yield is 0.820. (6) The reactants are [O:1]1[CH2:6][CH2:5][N:4]([C:7]2[N:12]=[C:11]([N:13]3[CH2:18][CH2:17][O:16][CH2:15][CH2:14]3)[N:10]=[C:9]([C:19]3[CH:24]=[CH:23][C:22]([NH:25][C:26]([NH:28][C:29]4[CH:34]=[CH:33][C:32]([C:35]([N:37]5[CH2:42][CH2:41][N:40]([CH3:43])[CH2:39][CH2:38]5)=[O:36])=[CH:31][CH:30]=4)=[O:27])=[CH:21][CH:20]=3)[N:8]=2)[CH2:3][CH2:2]1.CO.[ClH:46]. The catalyst is O1CCOCC1. The product is [ClH:46].[O:1]1[CH2:2][CH2:3][N:4]([C:7]2[N:12]=[C:11]([N:13]3[CH2:18][CH2:17][O:16][CH2:15][CH2:14]3)[N:10]=[C:9]([C:19]3[CH:24]=[CH:23][C:22]([NH:25][C:26]([NH:28][C:29]4[CH:30]=[CH:31][C:32]([C:35]([N:37]5[CH2:38][CH2:39][N:40]([CH3:43])[CH2:41][CH2:42]5)=[O:36])=[CH:33][CH:34]=4)=[O:27])=[CH:21][CH:20]=3)[N:8]=2)[CH2:5][CH2:6]1. The yield is 1.00.